From a dataset of Full USPTO retrosynthesis dataset with 1.9M reactions from patents (1976-2016). Predict the reactants needed to synthesize the given product. (1) Given the product [CH2:1]([O:3][C:4]([C:6]1[C:10]([S:11]([C:12]([F:15])([F:13])[F:14])=[O:32])=[C:9]([CH3:16])[N:8]([C:17]2[C:22]([F:23])=[CH:21][C:20]([C:24]([F:26])([F:27])[F:25])=[CH:19][C:18]=2[Cl:28])[N:7]=1)=[O:5])[CH3:2], predict the reactants needed to synthesize it. The reactants are: [CH2:1]([O:3][C:4]([C:6]1[C:10]([S:11][C:12]([F:15])([F:14])[F:13])=[C:9]([CH3:16])[N:8]([C:17]2[C:22]([F:23])=[CH:21][C:20]([C:24]([F:27])([F:26])[F:25])=[CH:19][C:18]=2[Cl:28])[N:7]=1)=[O:5])[CH3:2].FC(F)(F)C(O)=[O:32].OO. (2) Given the product [Cl:1][C:2]1[CH:3]=[CH:4][C:5]2[N:11]3[CH:12]=[CH:13][N:14]=[C:10]3[C@H:9]([CH2:15][CH2:16][N:17]3[CH:21]=[C:20]([C:22]([OH:24])=[O:23])[CH:19]=[N:18]3)[O:8][C@@H:7]([C:27]3[CH:32]=[CH:31][CH:30]=[C:29]([O:33][CH3:34])[C:28]=3[O:35][CH3:36])[C:6]=2[CH:37]=1, predict the reactants needed to synthesize it. The reactants are: [Cl:1][C:2]1[CH:3]=[CH:4][C:5]2[N:11]3[CH:12]=[CH:13][N:14]=[C:10]3[C@H:9]([CH2:15][CH2:16][N:17]3[CH:21]=[C:20]([C:22]([O:24]CC)=[O:23])[CH:19]=[N:18]3)[O:8][C@@H:7]([C:27]3[CH:32]=[CH:31][CH:30]=[C:29]([O:33][CH3:34])[C:28]=3[O:35][CH3:36])[C:6]=2[CH:37]=1.[OH-].[Na+].Cl. (3) Given the product [CH3:5][CH2:4][N:3]([C:6]([C:8]1([C:13]2[CH:14]=[CH:15][CH:16]=[CH:17][CH:18]=2)[CH:10]([CH2:11][NH2:12])[CH2:9]1)=[O:7])[CH2:2][CH3:1].[ClH:19].[ClH:19], predict the reactants needed to synthesize it. The reactants are: [CH3:1][CH2:2][N:3]([C:6]([C:8]1([C:13]2[CH:14]=[CH:15][CH:16]=[CH:17][CH:18]=2)[CH:10]([CH2:11][NH2:12])[CH2:9]1)=[O:7])[CH2:4][CH3:5].[ClH:19].C(O)(C)C.CCCCCC.